This data is from Full USPTO retrosynthesis dataset with 1.9M reactions from patents (1976-2016). The task is: Predict the reactants needed to synthesize the given product. (1) The reactants are: C[O:2][C:3](=[O:12])[C:4]1[CH:9]=[CH:8][C:7](Br)=[CH:6][C:5]=1[F:11].C1(C)C=CC=CC=1P(C1C=CC=CC=1C)C1C=CC=CC=1C.C([O-])(=O)C.[K+].[F:40][C:41]([F:45])([F:44])[CH:42]=[CH2:43]. Given the product [F:11][C:5]1[CH:6]=[C:7](/[CH:43]=[CH:42]/[C:41]([F:45])([F:44])[F:40])[CH:8]=[CH:9][C:4]=1[C:3]([OH:2])=[O:12], predict the reactants needed to synthesize it. (2) Given the product [OH:1][C:2]1[CH:10]=[CH:9][C:5]([C:6]([O:8][CH3:19])=[O:7])=[CH:4][C:3]=1[N+:11]([O-:13])=[O:12], predict the reactants needed to synthesize it. The reactants are: [OH:1][C:2]1[CH:10]=[CH:9][C:5]([C:6]([OH:8])=[O:7])=[CH:4][C:3]=1[N+:11]([O-:13])=[O:12].S(=O)(=O)(O)O.[CH3:19]O.